From a dataset of Catalyst prediction with 721,799 reactions and 888 catalyst types from USPTO. Predict which catalyst facilitates the given reaction. (1) Reactant: [CH3:1][C:2]1([CH3:18])[C:6]([CH3:8])([CH3:7])[O:5][B:4]([C:9]2[CH:17]=[CH:16][C:12]([C:13]([OH:15])=O)=[CH:11][CH:10]=2)[O:3]1.Cl.[F:20][C:21]1([F:25])[CH2:24][NH:23][CH2:22]1.CCN(C(C)C)C(C)C.CN(C(ON1N=NC2C=CC=NC1=2)=[N+](C)C)C.F[P-](F)(F)(F)(F)F. Product: [F:20][C:21]1([F:25])[CH2:24][N:23]([C:13]([C:12]2[CH:11]=[CH:10][C:9]([B:4]3[O:5][C:6]([CH3:7])([CH3:8])[C:2]([CH3:1])([CH3:18])[O:3]3)=[CH:17][CH:16]=2)=[O:15])[CH2:22]1. The catalyst class is: 31. (2) Reactant: [NH2:1][C:2]1[CH:3]=[C:4]([N:8]2[C:13](=[O:14])[C:12]([CH2:15][C:16]3[CH:17]=[N:18][CH:19]=[CH:20][CH:21]=3)=[N:11][C:10]3[CH:22]=[CH:23][CH:24]=[N:25][C:9]2=3)[CH:5]=[CH:6][CH:7]=1.[Cl:26][C:27]1[CH:28]=[C:29]([CH:33]=[C:34]([Cl:36])[CH:35]=1)[C:30](Cl)=[O:31]. Product: [ClH:26].[Cl:26][C:27]1[CH:28]=[C:29]([CH:33]=[C:34]([Cl:36])[CH:35]=1)[C:30]([NH:1][C:2]1[CH:3]=[C:4]([N:8]2[C:13](=[O:14])[C:12]([CH2:15][C:16]3[CH:17]=[N:18][CH:19]=[CH:20][CH:21]=3)=[N:11][C:10]3[CH:22]=[CH:23][CH:24]=[N:25][C:9]2=3)[CH:5]=[CH:6][CH:7]=1)=[O:31]. The catalyst class is: 22. (3) Reactant: Br[C:2]1[C:17]([O:18][CH2:19][C@@H:20]([NH:25][C:26](=[O:32])[O:27][C:28]([CH3:31])([CH3:30])[CH3:29])[CH2:21][CH:22]([CH3:24])[CH3:23])=[CH:16][C:5]2[N:6]([CH3:15])[C:7](=[O:14])[C:8]3[C:13]([C:4]=2[CH:3]=1)=[CH:12][CH:11]=[N:10][CH:9]=3.B1(C=C)OB([CH:39]=[CH2:40])OB(C=C)O1.C1C=CN=CC=1.C([O-])([O-])=O.[Na+].[Na+].C(O)C. Product: [C:28]([O:27][C:26](=[O:32])[NH:25][C@@H:20]([CH2:21][CH:22]([CH3:24])[CH3:23])[CH2:19][O:18][C:17]1[C:2]([CH:39]=[CH2:40])=[CH:3][C:4]2[C:13]3[C:8](=[CH:9][N:10]=[CH:11][CH:12]=3)[C:7](=[O:14])[N:6]([CH3:15])[C:5]=2[CH:16]=1)([CH3:31])([CH3:30])[CH3:29]. The catalyst class is: 109.